This data is from Full USPTO retrosynthesis dataset with 1.9M reactions from patents (1976-2016). The task is: Predict the reactants needed to synthesize the given product. (1) Given the product [Br:1][C:2]1[CH:3]=[C:4]([CH:8]([CH2:12][C:13]2[CH:18]=[CH:17][C:16]([Cl:19])=[CH:15][N:14]=2)[CH:9]([OH:11])[CH3:10])[CH:5]=[CH:6][CH:7]=1, predict the reactants needed to synthesize it. The reactants are: [Br:1][C:2]1[CH:3]=[C:4]([CH:8]([CH2:12][C:13]2[CH:18]=[CH:17][C:16]([Cl:19])=[CH:15][N:14]=2)[C:9](=[O:11])[CH3:10])[CH:5]=[CH:6][CH:7]=1.C([BH-](C(CC)C)C(CC)C)(CC)C.[Li+].Cl. (2) Given the product [Cl:33][C:13]1[CH:12]=[C:11]([C:6]2([C:4]([OH:5])=[O:3])[CH2:7][CH2:8][CH2:9][CH2:10]2)[CH:16]=[C:15]([O:17][CH2:18][C:19]([F:21])([F:22])[F:20])[C:14]=1[C:23]1[CH:24]=[CH:25][C:26]([C:29]([F:30])([F:31])[F:32])=[CH:27][CH:28]=1, predict the reactants needed to synthesize it. The reactants are: C([O:3][C:4]([C:6]1([C:11]2[CH:16]=[C:15]([O:17][CH2:18][C:19]([F:22])([F:21])[F:20])[C:14]([C:23]3[CH:28]=[CH:27][C:26]([C:29]([F:32])([F:31])[F:30])=[CH:25][CH:24]=3)=[C:13]([Cl:33])[CH:12]=2)[CH2:10][CH2:9][CH2:8][CH2:7]1)=[O:5])C.[Li+].[OH-]. (3) Given the product [C:8]([C:47]([C:39]1[CH:40]=[CH:41][C:42]([O:43][CH:44]([F:46])[F:45])=[C:37]([O:36][CH:35]([F:56])[F:34])[CH:38]=1)([C:49]1[CH:50]=[CH:51][C:52]([Br:55])=[N:53][CH:54]=1)[CH2:41][C:42]1[CH:13]=[N:14][CH:15]=[CH:38][CH:37]=1)([O:10][CH2:11][CH3:12])=[O:9], predict the reactants needed to synthesize it. The reactants are: N1C=CC=C(C[C:8]([O:10][CH2:11][CH3:12])=[O:9])C=1.[CH3:13][N:14](P(N(C)C)(N(C)C)=O)[CH3:15].C[Si]([N-][Si](C)(C)C)(C)C.[K+].[F:34][CH:35]([F:56])[O:36][C:37]1[CH:38]=[C:39]([CH:47]([C:49]2[CH:50]=[CH:51][C:52]([Br:55])=[N:53][CH:54]=2)Cl)[CH:40]=[CH:41][C:42]=1[O:43][CH:44]([F:46])[F:45]. (4) Given the product [CH3:23][C:22]1[C:17]([C:1]2[CH:6]=[CH:5][CH:4]=[CH:3][CH:2]=2)=[N:18][CH:19]=[CH:20][CH:21]=1, predict the reactants needed to synthesize it. The reactants are: [C:1]1(B(O)O)[CH:6]=[CH:5][CH:4]=[CH:3][CH:2]=1.C(=O)([O-])[O-].[K+].[K+].Br[C:17]1[C:22]([CH3:23])=[CH:21][CH:20]=[CH:19][N:18]=1. (5) The reactants are: [CH2:1]([O:3][C:4](=[O:24])[C:5]([O:21][CH2:22][CH3:23])=[CH:6][C:7]1[CH:12]=[CH:11][C:10]([O:13][CH2:14][C:15]2[CH:20]=[CH:19][CH:18]=[CH:17][CH:16]=2)=[CH:9][CH:8]=1)C.COC(=O)C(OC)CC1C=CC=C(OCC2C=CC=CC=2)C=1.COC(=O)CCC1C=CC(OCC2C=CC=CC=2)=CC=1. Given the product [CH3:1][O:3][C:4](=[O:24])[CH:5]([O:21][CH2:22][CH3:23])[CH2:6][C:7]1[CH:12]=[CH:11][C:10]([O:13][CH2:14][C:15]2[CH:20]=[CH:19][CH:18]=[CH:17][CH:16]=2)=[CH:9][CH:8]=1, predict the reactants needed to synthesize it. (6) The reactants are: [Cl:1][C:2]1[N:6]2[CH:7]=[C:8]([C:15]3[O:16][CH:17]=[CH:18][CH:19]=3)[CH:9]=[C:10]([C:11]([F:14])([F:13])[F:12])[C:5]2=[N:4][C:3]=1[C:20](O)=[O:21].[O:23]1[CH:27]=[CH:26][CH:25]=[C:24]1[CH2:28][NH2:29].C(N(CC)C(C)C)(C)C.CN(C(ON1N=NC2C=CC=NC1=2)=[N+](C)C)C.F[P-](F)(F)(F)(F)F. Given the product [O:23]1[CH:27]=[CH:26][CH:25]=[C:24]1[CH2:28][NH:29][C:20]([C:3]1[N:4]=[C:5]2[C:10]([C:11]([F:14])([F:13])[F:12])=[CH:9][C:8]([C:15]3[O:16][CH:17]=[CH:18][CH:19]=3)=[CH:7][N:6]2[C:2]=1[Cl:1])=[O:21], predict the reactants needed to synthesize it. (7) Given the product [O:1]1[C:5]2[CH:6]=[CH:7][C:8]([CH2:10][CH:11]([CH3:12])[CH2:22][C:23]([O:25][CH2:26][CH3:27])=[O:24])=[CH:9][C:4]=2[O:3][CH2:2]1, predict the reactants needed to synthesize it. The reactants are: [O:1]1[C:5]2[CH:6]=[CH:7][C:8]([CH2:10][C:11](=O)[CH3:12])=[CH:9][C:4]=2[O:3][CH2:2]1.C(OP([CH2:22][C:23]([O:25][CH2:26][CH3:27])=[O:24])(OCC)=O)C.[H-].[Na+].